Dataset: Forward reaction prediction with 1.9M reactions from USPTO patents (1976-2016). Task: Predict the product of the given reaction. (1) Given the reactants [O:1]=[S:2]1(=[O:18])[N:7]([C:8]2[CH:16]=[CH:15][C:11]([C:12]([OH:14])=O)=[C:10]([F:17])[CH:9]=2)[CH2:6][CH2:5][O:4][CH2:3]1.[Cl:19][C:20]1[CH:26]=[CH:25][C:23]([NH2:24])=[CH:22][C:21]=1[C:27]1[N:36]=[CH:35][CH:34]=[C:33]2[C:28]=1[CH:29]=[CH:30][CH:31]=[N:32]2.CN(C(ON1N=NC2C=CC=NC1=2)=[N+](C)C)C.F[P-](F)(F)(F)(F)F.CCN(C(C)C)C(C)C, predict the reaction product. The product is: [Cl:19][C:20]1[CH:26]=[CH:25][C:23]([NH:24][C:12](=[O:14])[C:11]2[CH:15]=[CH:16][C:8]([N:7]3[CH2:6][CH2:5][O:4][CH2:3][S:2]3(=[O:1])=[O:18])=[CH:9][C:10]=2[F:17])=[CH:22][C:21]=1[C:27]1[N:36]=[CH:35][CH:34]=[C:33]2[C:28]=1[CH:29]=[CH:30][CH:31]=[N:32]2. (2) Given the reactants Cl.[F:2][C:3]1[CH:27]=[CH:26][CH:25]=[CH:24][C:4]=1[CH2:5][O:6][C:7]1[CH:12]=[CH:11][C:10]([C@@H:13]2[CH2:15][C@H:14]2[NH:16]C(=O)OC(C)(C)C)=[CH:9][CH:8]=1, predict the reaction product. The product is: [F:2][C:3]1[CH:27]=[CH:26][CH:25]=[CH:24][C:4]=1[CH2:5][O:6][C:7]1[CH:8]=[CH:9][C:10]([C@@H:13]2[CH2:15][C@H:14]2[NH2:16])=[CH:11][CH:12]=1. (3) Given the reactants [OH:1][CH:2]1[O:10][C@H:9]([CH2:11][OH:12])[C@@H:7]([OH:8])[C@H:5]([OH:6])[C@H:3]1[NH2:4].OCC([C@H]([C@@H]([C@@H](CO)O)O)O)=O.N.[NH4+], predict the reaction product. The product is: [OH:1][CH:2]1[O:10][C@H:9]([CH2:11][OH:12])[C@@H:7]([OH:8])[C@H:5]([OH:6])[C@@H:3]1[NH2:4]. (4) Given the reactants [F:1][C:2]([F:13])([F:12])[O:3][C:4]1[CH:9]=[CH:8][C:7]([CH2:10][NH2:11])=[CH:6][CH:5]=1.[O:14]1[CH2:19][CH2:18][O:17][C:16]2[C:20]([CH:24]=O)=[CH:21][CH:22]=[CH:23][C:15]1=2, predict the reaction product. The product is: [O:14]1[CH2:19][CH2:18][O:17][C:16]2[C:20]([CH:24]3[N:11]([CH2:10][C:7]4[CH:6]=[CH:5][C:4]([O:3][C:2]([F:12])([F:13])[F:1])=[CH:9][CH:8]=4)[C:15](=[O:14])[CH:16]([OH:17])[CH2:20]3)=[CH:21][CH:22]=[CH:23][C:15]1=2. (5) Given the reactants [CH2:1]([N:8]1[CH2:13][CH2:12][N:11]([C:14]([C:16]2[CH:20]=[C:19]([CH3:21])[N:18]([C:22]3[CH:27]=[CH:26][CH:25]=[CH:24][CH:23]=3)[C:17]=2[C:28]2[CH:33]=[CH:32][CH:31]=[CH:30][CH:29]=2)=[O:15])[CH:10]([CH2:34][C:35]2[CH:45]=[CH:44][C:38]([O:39][CH2:40]C(O)=O)=[CH:37][CH:36]=2)[CH2:9]1)[C:2]1[CH:7]=[CH:6][CH:5]=[CH:4][CH:3]=1.C1C=CC2N(O)N=[N:52]C=2C=1.CCN=C=NCCCN(C)C.Cl.[C:68](=[O:71])(O)[O-].[Na+], predict the reaction product. The product is: [CH2:1]([N:8]1[CH2:13][CH2:12][N:11]([C:14]([C:16]2[CH:20]=[C:19]([CH3:21])[N:18]([C:22]3[CH:27]=[CH:26][CH:25]=[CH:24][CH:23]=3)[C:17]=2[C:28]2[CH:33]=[CH:32][CH:31]=[CH:30][CH:29]=2)=[O:15])[CH:10]([CH2:34][C:35]2[CH:45]=[CH:44][C:38]([O:39][CH2:40][C:68]([NH2:52])=[O:71])=[CH:37][CH:36]=2)[CH2:9]1)[C:2]1[CH:7]=[CH:6][CH:5]=[CH:4][CH:3]=1. (6) Given the reactants [F:1][C:2]1[CH:3]=[C:4]([NH:14]CC(OC)=O)[CH:5]=[CH:6][C:7]=1[N:8]1[CH2:13][CH2:12][O:11][CH2:10][CH2:9]1.C(N(C(C)C)CC)(C)C.[CH2:29]([O:31][CH:32]([O:35][CH2:36][CH3:37])[CH2:33]Cl)[CH3:30], predict the reaction product. The product is: [CH2:29]([O:31][CH:32]([O:35][CH2:36][CH3:37])[CH2:33][NH:14][C:4]1[CH:5]=[CH:6][C:7]([N:8]2[CH2:9][CH2:10][O:11][CH2:12][CH2:13]2)=[C:2]([F:1])[CH:3]=1)[CH3:30]. (7) The product is: [CH3:28][O:27][CH2:26][C@@H:24]1[CH2:23][N:22]([C:29]([O:31][C:32]([CH3:33])([CH3:35])[CH3:34])=[O:30])[C@H:21]([C:19]2[NH:18][C:17]3[C:36]4[C:13]([CH2:14][CH2:15][C:16]=3[N:20]=2)=[CH:12][C:11]2[C:5]3[C:6]([CH2:8][O:9][C:10]=2[CH:37]=4)=[CH:7][C:2]([B:38]2[O:42][C:41]([CH3:44])([CH3:43])[C:40]([CH3:46])([CH3:45])[O:39]2)=[CH:3][CH:4]=3)[CH2:25]1. Given the reactants Cl[C:2]1[CH:7]=[C:6]2[CH2:8][O:9][C:10]3[CH:37]=[C:36]4[C:13]([CH2:14][CH2:15][C:16]5[N:20]=[C:19]([C@@H:21]6[CH2:25][C@H:24]([CH2:26][O:27][CH3:28])[CH2:23][N:22]6[C:29]([O:31][C:32]([CH3:35])([CH3:34])[CH3:33])=[O:30])[NH:18][C:17]=54)=[CH:12][C:11]=3[C:5]2=[CH:4][CH:3]=1.[B:38]1([B:38]2[O:42][C:41]([CH3:44])([CH3:43])[C:40]([CH3:46])([CH3:45])[O:39]2)[O:42][C:41]([CH3:44])([CH3:43])[C:40]([CH3:46])([CH3:45])[O:39]1.C([O-])(=O)C.[K+].C1(P(C2CCCCC2)C2C=CC=CC=2C2C(CCC)=CC(CCC)=CC=2CCC)CCCCC1, predict the reaction product.